This data is from Reaction yield outcomes from USPTO patents with 853,638 reactions. The task is: Predict the reaction yield, written as a fraction of the theoretical maximum amount of product (1.0 means a 100% yield; for example, 0.34 means a 34% yield). The reactants are C([O-])([O-])=O.[K+].[K+].Br[CH:8]([C:12]1[C:21]2[O:20][CH2:19][CH2:18][O:17][C:16]=2[CH:15]=[CH:14][CH:13]=1)[C:9]([OH:11])=[O:10].[CH3:22][N:23]1[CH2:28][CH2:27][NH:26][CH2:25][CH2:24]1. The catalyst is C1COCC1. The product is [O:17]1[C:16]2[CH:15]=[CH:14][CH:13]=[C:12]([CH:8]([N:26]3[CH2:27][CH2:28][N:23]([CH3:22])[CH2:24][CH2:25]3)[C:9]([OH:11])=[O:10])[C:21]=2[O:20][CH2:19][CH2:18]1. The yield is 0.470.